From a dataset of Forward reaction prediction with 1.9M reactions from USPTO patents (1976-2016). Predict the product of the given reaction. (1) Given the reactants Br[C:2]1[CH:7]=[CH:6][C:5]([Cl:8])=[C:4]([O:9][CH3:10])[CH:3]=1.[NH:11]1[CH2:16][CH2:15][CH:14]([C:17]([O:19][CH3:20])=[O:18])[CH2:13][CH2:12]1, predict the reaction product. The product is: [Cl:8][C:5]1[CH:6]=[CH:7][C:2]([N:11]2[CH2:16][CH2:15][CH:14]([C:17]([O:19][CH3:20])=[O:18])[CH2:13][CH2:12]2)=[CH:3][C:4]=1[O:9][CH3:10]. (2) Given the reactants [CH3:1][O:2][C:3]([C:5]1[CH:10]=[CH:9][C:8](B(O)O)=[CH:7][CH:6]=1)=[O:4].[NH2:14][C:15]1[CH2:16][C:17]([C:27]([N:29]([CH2:33][CH2:34][CH3:35])[CH2:30][CH2:31][CH3:32])=[O:28])=[CH:18][C:19]2[CH:25]=[CH:24][C:23](Br)=[CH:22][C:20]=2[N:21]=1.C(=O)([O-])[O-].[K+].[K+], predict the reaction product. The product is: [NH2:14][C:15]1[CH2:16][C:17]([C:27]([N:29]([CH2:33][CH2:34][CH3:35])[CH2:30][CH2:31][CH3:32])=[O:28])=[CH:18][C:19]2[CH:25]=[CH:24][C:23]([C:8]3[CH:7]=[C:6]4[C:5](=[CH:10][CH:9]=3)[C:3](=[O:4])[O:2][CH2:1]4)=[CH:22][C:20]=2[N:21]=1. (3) Given the reactants [CH3:1][C:2]1[N:10]=[CH:9][N:8]=[C:7]2[C:3]=1[N:4]=[CH:5][N:6]2[C@@H:11]1[O:17][C@@H:16]([CH2:18]I)[C@@H:14]([OH:15])[C@H:12]1[OH:13].N(C(C)(C)C#N)=NC(C)(C)C#N.C([SnH](CCCC)CCCC)CCC, predict the reaction product. The product is: [CH3:1][C:2]1[N:10]=[CH:9][N:8]=[C:7]2[C:3]=1[N:4]=[CH:5][N:6]2[C@@H:11]1[O:17][C@@H:16]([CH3:18])[C@@H:14]([OH:15])[C@H:12]1[OH:13]. (4) Given the reactants C1(C)C=CC(S([O-])(=O)=O)=CC=1.[CH3:12][C@H:13]1[C@H:16]([NH3+:17])[C:15](=[O:18])[NH:14]1.CCN(C(C)C)C(C)C.[C:28]1([CH2:34][CH2:35][CH2:36][CH2:37][CH2:38][O:39][C:40](N2C=CC=CC2=O)=[O:41])[CH:33]=[CH:32][CH:31]=[CH:30][CH:29]=1, predict the reaction product. The product is: [C:28]1([CH2:34][CH2:35][CH2:36][CH2:37][CH2:38][O:39][C:40](=[O:41])[NH:17][C@@H:16]2[C:15](=[O:18])[NH:14][C@H:13]2[CH3:12])[CH:33]=[CH:32][CH:31]=[CH:30][CH:29]=1. (5) Given the reactants COC1C=CC(C[N:8]2[C:17]3[C:12](=[CH:13][CH:14]=[CH:15][N:16]=3)[C:11]([Cl:18])=[C:10]([C:19]#[N:20])[C:9]2=[O:21])=CC=1, predict the reaction product. The product is: [Cl:18][C:11]1[C:12]2[C:17](=[N:16][CH:15]=[CH:14][CH:13]=2)[NH:8][C:9](=[O:21])[C:10]=1[C:19]#[N:20]. (6) Given the reactants [Cl:1][C:2]1[C:7](/[CH:8]=[CH:9]/[C:10]2[CH:15]=[CH:14][CH:13]=[CH:12][CH:11]=2)=[CH:6][N:5]=[CH:4][N:3]=1.[C:16]1(/C=C/B(O)O)[CH:21]=[CH:20][CH:19]=[CH:18][CH:17]=1.ClC1C(I)=CN=C[N:29]=1.[C:35](=[O:38])([O-])[O-].[Na+].[Na+].CN(C)C=O.[C:46]1(C)C=[CH:50][CH:49]=[CH:48][CH:47]=1, predict the reaction product. The product is: [ClH:1].[O:38]([C:16]1[CH:17]=[CH:18][C:19]([NH:29][C:2]2[C:7](/[CH:8]=[CH:9]/[C:10]3[CH:15]=[CH:14][CH:13]=[CH:12][CH:11]=3)=[CH:6][N:5]=[CH:4][N:3]=2)=[CH:20][CH:21]=1)[C:35]1[CH:50]=[CH:49][CH:48]=[CH:47][CH:46]=1. (7) The product is: [CH3:10][C:3]1[CH:4]=[C:5]([O:9][Si:19]([CH:23]([CH3:25])[CH3:24])([CH:20]([CH3:22])[CH3:21])[CH:16]([CH3:18])[CH3:17])[CH:6]=[C:7]([CH3:8])[C:2]=1[NH2:1]. Given the reactants [NH2:1][C:2]1[C:7]([CH3:8])=[CH:6][C:5]([OH:9])=[CH:4][C:3]=1[CH3:10].N1C=CN=C1.[CH:16]([Si:19](Cl)([CH:23]([CH3:25])[CH3:24])[CH:20]([CH3:22])[CH3:21])([CH3:18])[CH3:17], predict the reaction product. (8) Given the reactants Cl.Cl.[CH2:3]([O:10][C:11](=[O:38])[N:12]([CH2:14][CH2:15][N:16]1[CH:20]=[C:19]([C:21]2[CH:26]=[CH:25][C:24]([F:27])=[C:23]([C:28]([F:31])([F:30])[F:29])[CH:22]=2)[N:18]=[C:17]1[CH:32]1[CH2:37][CH2:36][NH:35][CH2:34][CH2:33]1)[CH3:13])[C:4]1[CH:9]=[CH:8][CH:7]=[CH:6][CH:5]=1.Cl[C:40]1[C:41]2[CH2:48][C:47](=[O:49])[NH:46][C:42]=2[N:43]=[CH:44][N:45]=1, predict the reaction product. The product is: [CH2:3]([O:10][C:11](=[O:38])[N:12]([CH2:14][CH2:15][N:16]1[CH:20]=[C:19]([C:21]2[CH:26]=[CH:25][C:24]([F:27])=[C:23]([C:28]([F:31])([F:30])[F:29])[CH:22]=2)[N:18]=[C:17]1[CH:32]1[CH2:33][CH2:34][N:35]([C:40]2[C:41]3[CH2:48][C:47](=[O:49])[NH:46][C:42]=3[N:43]=[CH:44][N:45]=2)[CH2:36][CH2:37]1)[CH3:13])[C:4]1[CH:5]=[CH:6][CH:7]=[CH:8][CH:9]=1.